From a dataset of Forward reaction prediction with 1.9M reactions from USPTO patents (1976-2016). Predict the product of the given reaction. (1) Given the reactants [Cl:1][CH2:2][CH:3]1[C:11]2[C:10]3[CH:12]=[CH:13][C:14]([NH:16][C:17]([O:19][C:20]([CH3:23])([CH3:22])[CH3:21])=[O:18])=[CH:15][C:9]=3[C:8]([N+:24]([O-:26])=[O:25])=[CH:7][C:6]=2[N:5](C(=O)C(F)(F)F)[CH2:4]1.C([O-])([O-])=O.[Cs+].[Cs+].CC(O)=O, predict the reaction product. The product is: [Cl:1][CH2:2][CH:3]1[C:11]2[C:10]3[CH:12]=[CH:13][C:14]([NH:16][C:17]([O:19][C:20]([CH3:23])([CH3:21])[CH3:22])=[O:18])=[CH:15][C:9]=3[C:8]([N+:24]([O-:26])=[O:25])=[CH:7][C:6]=2[NH:5][CH2:4]1. (2) Given the reactants [CH:1]1([CH2:6][CH2:7][C:8]([OH:10])=O)[CH2:5][CH2:4][CH2:3][CH2:2]1.CN(C(ON1N=NC2C=CC=NC1=2)=[N+](C)C)C.F[P-](F)(F)(F)(F)F.C(N(C(C)C)CC)(C)C.Cl.[CH2:45]([O:48][C@@H:49]1[CH2:54][CH2:53][CH2:52][N:51]([CH2:55][C@@H:56]2[CH2:61][CH2:60][CH2:59][CH2:58][C@H:57]2[NH2:62])[CH2:50]1)[CH:46]=[CH2:47].Cl.C(O[C@@H]1CCCN(C[C@H]2CCCC[C@@H]2N)C1)C=C, predict the reaction product. The product is: [CH2:45]([O:48][C@@H:49]1[CH2:54][CH2:53][CH2:52][N:51]([CH2:55][C@H:56]2[CH2:61][CH2:60][CH2:59][CH2:58][C@@H:57]2[NH:62][C:8](=[O:10])[CH2:7][CH2:6][CH:1]2[CH2:2][CH2:3][CH2:4][CH2:5]2)[CH2:50]1)[CH:46]=[CH2:47]. (3) Given the reactants [S:1](=[O:5])(=O)([OH:3])[OH:2].[C:6]1([P:12]([C:19]2[CH:24]=[CH:23][CH:22]=[CH:21][CH:20]=2)[C:13]2[CH:18]=[CH:17][CH:16]=[CH:15][CH:14]=2)[CH:11]=[CH:10][CH:9]=[CH:8][CH:7]=1.[OH-].[Na+:26], predict the reaction product. The product is: [C:19]1([P:12]([C:6]2[CH:7]=[CH:8][CH:9]=[CH:10][CH:11]=2)[C:13]2[CH:14]=[C:15]([S:1]([O-:3])(=[O:5])=[O:2])[CH:16]=[CH:17][CH:18]=2)[CH:20]=[CH:21][CH:22]=[CH:23][CH:24]=1.[Na+:26]. (4) Given the reactants C(O[C:4](=[O:19])[CH:5]([N:9]1[C:13]([CH3:14])=[N:12][C:11]([C:15]([F:18])([F:17])[F:16])=[N:10]1)[C:6](=O)[CH3:7])C.[NH2:20][NH2:21], predict the reaction product. The product is: [CH3:7][C:6]1[C:5]([N:9]2[C:13]([CH3:14])=[N:12][C:11]([C:15]([F:16])([F:17])[F:18])=[N:10]2)=[C:4]([OH:19])[NH:20][N:21]=1. (5) The product is: [CH2:1]([NH:8][C:9](=[O:15])[C@H:10]1[CH2:14][CH2:13][CH2:12][N:11]1[CH2:22][CH:16]1[CH2:21][CH2:20][CH2:19][CH2:18][CH2:17]1)[C:2]1[CH:3]=[CH:4][CH:5]=[CH:6][CH:7]=1. Given the reactants [CH2:1]([NH:8][C:9](=[O:15])[C@H:10]1[CH2:14][CH2:13][CH2:12][NH:11]1)[C:2]1[CH:7]=[CH:6][CH:5]=[CH:4][CH:3]=1.[CH:16]1([CH2:22]Br)[CH2:21][CH2:20][CH2:19][CH2:18][CH2:17]1, predict the reaction product. (6) Given the reactants [C:1]([N:5]1[CH:9]=[C:8]([NH:10][C:11]([NH:13][C:14]2[CH:19]=[C:18]([C:20]3[C:31](=[O:32])[N:30]([CH:33]([CH3:35])[CH3:34])[C:23]4[N:24]=[C:25](SC)[N:26]=[CH:27][C:22]=4[CH:21]=3)[CH:17]=[CH:16][C:15]=2[F:36])=[O:12])[CH:7]=[N:6]1)([CH3:4])([CH3:3])[CH3:2].[CH3:37][NH2:38], predict the reaction product. The product is: [C:1]([N:5]1[CH:9]=[C:8]([NH:10][C:11]([NH:13][C:14]2[CH:19]=[C:18]([C:20]3[C:31](=[O:32])[N:30]([CH:33]([CH3:35])[CH3:34])[C:23]4[N:24]=[C:25]([NH:38][CH3:37])[N:26]=[CH:27][C:22]=4[CH:21]=3)[CH:17]=[CH:16][C:15]=2[F:36])=[O:12])[CH:7]=[N:6]1)([CH3:4])([CH3:3])[CH3:2]. (7) Given the reactants [Cl:1][C:2]1[CH:7]=[CH:6][C:5]([C:8]2[C:13]([C:14]3[CH:19]=[CH:18][C:17]([Cl:20])=[CH:16][CH:15]=3)=[N:12][C:11]([CH:21]3[CH2:26][CH2:25][NH:24][CH2:23][CH2:22]3)=[CH:10][N:9]=2)=[CH:4][CH:3]=1.[C:27](Cl)(=[O:30])[CH2:28][CH3:29], predict the reaction product. The product is: [Cl:1][C:2]1[CH:7]=[CH:6][C:5]([C:8]2[N:9]=[CH:10][C:11]([CH:21]3[CH2:26][CH2:25][N:24]([C:27](=[O:30])[CH2:28][CH3:29])[CH2:23][CH2:22]3)=[N:12][C:13]=2[C:14]2[CH:19]=[CH:18][C:17]([Cl:20])=[CH:16][CH:15]=2)=[CH:4][CH:3]=1.